Dataset: Full USPTO retrosynthesis dataset with 1.9M reactions from patents (1976-2016). Task: Predict the reactants needed to synthesize the given product. (1) Given the product [Br:1][C:2]1[CH:7]=[CH:6][CH:5]=[C:4]([O:8][CH2:15][CH:14]([O:17][CH2:18][CH3:19])[O:13][CH2:11][CH3:12])[CH:3]=1, predict the reactants needed to synthesize it. The reactants are: [Br:1][C:2]1[CH:3]=[C:4]([OH:8])[CH:5]=[CH:6][CH:7]=1.[H-].[Na+].[CH2:11]([O:13][CH:14]([O:17][CH2:18][CH3:19])[CH2:15]Br)[CH3:12].O. (2) Given the product [Br:1][C:2]1[CH:3]=[C:4]([N:9]2[C:10](=[O:17])[C:11]([N:18]3[CH2:23][CH2:22][O:21][CH2:20][CH2:19]3)=[C:12]([Cl:15])[C:13]2=[O:14])[CH:5]=[CH:6][C:7]=1[Cl:8], predict the reactants needed to synthesize it. The reactants are: [Br:1][C:2]1[CH:3]=[C:4]([N:9]2[C:13](=[O:14])[C:12]([Cl:15])=[C:11](Cl)[C:10]2=[O:17])[CH:5]=[CH:6][C:7]=1[Cl:8].[NH:18]1[CH2:23][CH2:22][O:21][CH2:20][CH2:19]1. (3) Given the product [CH3:1][N:2]1[CH2:7][CH2:6][C:5]([CH3:11])([C:8]([Cl:14])=[O:9])[CH2:4][CH2:3]1, predict the reactants needed to synthesize it. The reactants are: [CH3:1][N:2]1[CH2:7][CH2:6][C:5]([CH3:11])([C:8](O)=[O:9])[CH2:4][CH2:3]1.O=S(Cl)[Cl:14]. (4) The reactants are: FC1C=CC=C(F)C=1CNC1C(C2C=CC=CC=2)=CN=C([N:18]2[CH2:23][CH2:22][CH:21]([N:24]3[CH2:29][CH2:28][CH2:27][CH2:26][CH2:25]3)[CH2:20][CH2:19]2)N=1.ClC1N=C(NCC2C(F)=CC=CC=2F)C(C2C=CC=CC=2)=CN=1. Given the product [N:24]1([CH:21]2[CH2:22][CH2:23][NH:18][CH2:19][CH2:20]2)[CH2:29][CH2:28][CH2:27][CH2:26][CH2:25]1, predict the reactants needed to synthesize it. (5) The reactants are: [C:1]([C:3]1[CH:30]=[CH:29][C:6]([CH2:7][N:8]2[C:12]([CH2:13][NH:14][C:15]3[CH:28]=[CH:27][C:18]4[S:19][C:20]([C:22]([O:24][CH2:25][CH3:26])=[O:23])=[CH:21][C:17]=4[CH:16]=3)=[CH:11][N:10]=[CH:9]2)=[CH:5][CH:4]=1)#[N:2].CCN(C(C)C)C(C)C.[C:40](Cl)(=[O:45])[CH2:41][CH:42]([CH3:44])[CH3:43].O. Given the product [C:1]([C:3]1[CH:4]=[CH:5][C:6]([CH2:7][N:8]2[C:12]([CH2:13][N:14]([C:40](=[O:45])[CH2:41][CH:42]([CH3:44])[CH3:43])[C:15]3[CH:28]=[CH:27][C:18]4[S:19][C:20]([C:22]([O:24][CH2:25][CH3:26])=[O:23])=[CH:21][C:17]=4[CH:16]=3)=[CH:11][N:10]=[CH:9]2)=[CH:29][CH:30]=1)#[N:2], predict the reactants needed to synthesize it. (6) Given the product [Cl:18][C:19]1[CH:27]=[CH:26][C:22]2[C:23](=[O:24])[O:16][C:15]([CH3:17])([CH3:14])[O:28][C:21]=2[CH:20]=1, predict the reactants needed to synthesize it. The reactants are: FC(F)(F)C(OC(=O)C(F)(F)F)=O.[CH3:14][C:15]([CH3:17])=[O:16].[Cl:18][C:19]1[CH:20]=[C:21]([OH:28])[C:22](=[CH:26][CH:27]=1)[C:23](O)=[O:24].